From a dataset of Reaction yield outcomes from USPTO patents with 853,638 reactions. Predict the reaction yield, written as a fraction of the theoretical maximum amount of product (1.0 means a 100% yield; for example, 0.34 means a 34% yield). (1) The catalyst is CO. The yield is 0.570. The reactants are [OH:1][C:2]1[CH:7]=[C:6]([Cl:8])[N:5]=[N:4][C:3]=1Cl.[CH:10]1([C:13]2[CH:18]=[CH:17][CH:16]=[C:15]([CH3:19])[C:14]=2[OH:20])[CH2:12][CH2:11]1.C(N(CCCC)CCCC)CCC.[OH-].[K+].Cl. The product is [Cl:8][C:6]1[N:5]=[N:4][C:3]([O:20][C:14]2[C:15]([CH3:19])=[CH:16][CH:17]=[CH:18][C:13]=2[CH:10]2[CH2:11][CH2:12]2)=[C:2]([OH:1])[CH:7]=1. (2) The reactants are [Cl:1][C:2]1[C:7]([C:8]2[N:9]=[C:10]([CH:21]3[CH2:23][CH2:22]3)[S:11][C:12]=2[C:13]2[CH:18]=[CH:17][N:16]=[C:15]([S:19][CH3:20])[N:14]=2)=[CH:6][C:5]([F:24])=[CH:4][C:3]=1[NH:25]C(=O)C(C)(C)C.S(=O)(=O)(O)O.CCOC(C)=O.C([O-])(O)=O.[Na+]. The catalyst is C(O)C. The product is [Cl:1][C:2]1[C:7]([C:8]2[N:9]=[C:10]([CH:21]3[CH2:23][CH2:22]3)[S:11][C:12]=2[C:13]2[CH:18]=[CH:17][N:16]=[C:15]([S:19][CH3:20])[N:14]=2)=[CH:6][C:5]([F:24])=[CH:4][C:3]=1[NH2:25]. The yield is 0.980. (3) The reactants are O.O.O.O.O.O.O.O.O.O.S([O-])([O-])(=O)=O.[Na+].[Na+].[F:18][C:19]1[CH:24]=[CH:23][CH:22]=[CH:21][C:20]=1[S:25]([C:28]1[C:36]2[C:31](=[C:32]([O:37][CH2:38][CH2:39][NH2:40])[CH:33]=[CH:34][CH:35]=2)[NH:30][CH:29]=1)(=[O:27])=[O:26].[ClH:41]. The catalyst is C(O)C. The product is [ClH:41].[F:18][C:19]1[CH:24]=[CH:23][CH:22]=[CH:21][C:20]=1[S:25]([C:28]1[C:36]2[C:31](=[C:32]([O:37][CH2:38][CH2:39][NH2:40])[CH:33]=[CH:34][CH:35]=2)[NH:30][CH:29]=1)(=[O:26])=[O:27]. The yield is 0.110.